Regression. Given two drug SMILES strings and cell line genomic features, predict the synergy score measuring deviation from expected non-interaction effect. From a dataset of NCI-60 drug combinations with 297,098 pairs across 59 cell lines. (1) Drug 1: CCCS(=O)(=O)NC1=C(C(=C(C=C1)F)C(=O)C2=CNC3=C2C=C(C=N3)C4=CC=C(C=C4)Cl)F. Drug 2: C1CN(CCN1C(=O)CCBr)C(=O)CCBr. Cell line: SK-OV-3. Synergy scores: CSS=3.08, Synergy_ZIP=-0.481, Synergy_Bliss=2.84, Synergy_Loewe=0.786, Synergy_HSA=2.23. (2) Drug 1: C1CCC(C1)C(CC#N)N2C=C(C=N2)C3=C4C=CNC4=NC=N3. Drug 2: CC12CCC3C(C1CCC2OP(=O)(O)O)CCC4=C3C=CC(=C4)OC(=O)N(CCCl)CCCl.[Na+]. Cell line: UACC62. Synergy scores: CSS=-10.3, Synergy_ZIP=0.878, Synergy_Bliss=-11.9, Synergy_Loewe=-23.0, Synergy_HSA=-21.0. (3) Drug 1: CN1CCC(CC1)COC2=C(C=C3C(=C2)N=CN=C3NC4=C(C=C(C=C4)Br)F)OC. Drug 2: CC1=C(C=C(C=C1)NC2=NC=CC(=N2)N(C)C3=CC4=NN(C(=C4C=C3)C)C)S(=O)(=O)N.Cl. Cell line: NCIH23. Synergy scores: CSS=6.59, Synergy_ZIP=-1.71, Synergy_Bliss=3.74, Synergy_Loewe=-0.771, Synergy_HSA=3.13. (4) Drug 1: C1CC(C1)(C(=O)O)C(=O)O.[NH2-].[NH2-].[Pt+2]. Drug 2: C(=O)(N)NO. Cell line: OVCAR3. Synergy scores: CSS=-2.43, Synergy_ZIP=1.16, Synergy_Bliss=0.878, Synergy_Loewe=-5.47, Synergy_HSA=-3.89. (5) Drug 1: CN1C2=C(C=C(C=C2)N(CCCl)CCCl)N=C1CCCC(=O)O.Cl. Drug 2: CC1=C(C(=O)C2=C(C1=O)N3CC4C(C3(C2COC(=O)N)OC)N4)N. Cell line: OVCAR-5. Synergy scores: CSS=29.2, Synergy_ZIP=-6.09, Synergy_Bliss=-0.561, Synergy_Loewe=-39.4, Synergy_HSA=-2.45.